Task: Predict the product of the given reaction.. Dataset: Forward reaction prediction with 1.9M reactions from USPTO patents (1976-2016) (1) Given the reactants CS([C:4]1[N:9]=[C:8]([NH:10][CH2:11][C:12]2[CH:17]=[CH:16][C:15]([O:18][CH3:19])=[C:14]([Cl:20])[CH:13]=2)[C:7]([C:21]([O:23][CH2:24][CH3:25])=[O:22])=[CH:6][N:5]=1)=O.[OH-].[Na+].CN(C)C(=[O:32])C.C(O)(=O)CC(CC(O)=O)(C(O)=O)O, predict the reaction product. The product is: [OH:32][C:4]1[N:9]=[C:8]([NH:10][CH2:11][C:12]2[CH:17]=[CH:16][C:15]([O:18][CH3:19])=[C:14]([Cl:20])[CH:13]=2)[C:7]([C:21]([O:23][CH2:24][CH3:25])=[O:22])=[CH:6][N:5]=1. (2) Given the reactants Cl[CH2:2][CH2:3]Cl.COCCO.C(=O)([O-])[O-].[K+].[K+].[C:16]([O:24][CH2:25][CH3:26])(=[O:23])[CH2:17][C:18]([O:20][CH2:21][CH3:22])=[O:19], predict the reaction product. The product is: [C:17]1([C:18]([O:20][CH2:21][CH3:22])=[O:19])([C:16]([O:24][CH2:25][CH3:26])=[O:23])[CH2:3][CH2:2]1. (3) Given the reactants [NH2:1][C:2]1[C:7]([C:8]#[N:9])=[CH:6][N:5]=[C:4]([CH:10]([CH3:12])[CH3:11])[N:3]=1.CO[CH:15](OC)[N:16]([CH3:18])[CH3:17], predict the reaction product. The product is: [C:8]([C:7]1[C:2]([N:1]=[CH:15][N:16]([CH3:18])[CH3:17])=[N:3][C:4]([CH:10]([CH3:12])[CH3:11])=[N:5][CH:6]=1)#[N:9]. (4) Given the reactants Cl[C:2]1[CH:7]=[CH:6][N:5]=[C:4]([O:8]C)[C:3]=1[C:10]1[NH:30][C:13]2=[CH:14][C:15]3[C:16](=[O:29])[N:17]([C:22]4[CH:23]=[N:24][C:25]([F:28])=[CH:26][CH:27]=4)[C:18](=[O:21])[C:19]=3[CH:20]=[C:12]2[N:11]=1.Cl.[F:32][C:33]1[C:38]([F:39])=[CH:37][C:36]([F:40])=[C:35]([F:41])[C:34]=1[CH2:42][C@@H:43]([NH2:45])[CH3:44].C(N(CC)C(C)C)(C)C, predict the reaction product. The product is: [F:28][C:25]1[N:24]=[CH:23][C:22]([N:17]2[C:16](=[O:29])[C:15]3[CH:14]=[C:13]4[NH:30][C:10]([C:3]5[C:4](=[O:8])[NH:5][CH:6]=[CH:7][C:2]=5[NH:45][C@@H:43]([CH3:44])[CH2:42][C:34]5[C:35]([F:41])=[C:36]([F:40])[CH:37]=[C:38]([F:39])[C:33]=5[F:32])=[N:11][C:12]4=[CH:20][C:19]=3[C:18]2=[O:21])=[CH:27][CH:26]=1. (5) Given the reactants C[Si](C)(C)[C:3]1[CH:8]=[CH:7][C:6]([C:9]2[CH:14]=[CH:13][C:12](I)=[CH:11][C:10]=2F)=[C:5](F)[C:4]=1F.C([C:24]1[CH:29]=[CH:28][C:27](B(O)O)=[CH:26][CH:25]=1)CC.OCC(C)(CO)C.CC(C)=O, predict the reaction product. The product is: [C:6]1([C:9]2[C:10]([C:24]3[CH:29]=[CH:28][CH:27]=[CH:26][CH:25]=3)=[CH:11][CH:12]=[CH:13][CH:14]=2)[CH:7]=[CH:8][CH:3]=[CH:4][CH:5]=1. (6) The product is: [CH2:1]([N:3]([CH2:18][CH3:19])[C:4]([C:6]1[CH:15]=[CH:14][C:13]2[C:8](=[CH:9][CH:10]=[CH:11][CH:12]=2)[C:7]=1[C:24]1[CH:25]=[CH:26][C:21]([CH3:20])=[CH:22][CH:23]=1)=[O:5])[CH3:2]. Given the reactants [CH2:1]([N:3]([CH2:18][CH3:19])[C:4]([C:6]1[CH:15]=[CH:14][C:13]2[C:8](=[CH:9][CH:10]=[CH:11][CH:12]=2)[C:7]=1OC)=[O:5])[CH3:2].[CH3:20][C:21]1[CH:26]=[CH:25][C:24](B2OCC(C)(C)CO2)=[CH:23][CH:22]=1, predict the reaction product.